This data is from Experimentally validated miRNA-target interactions with 360,000+ pairs, plus equal number of negative samples. The task is: Binary Classification. Given a miRNA mature sequence and a target amino acid sequence, predict their likelihood of interaction. The miRNA is mmu-miR-669e-3p with sequence UGAAUAUACACACACUUACAC. The protein sequence of the target gene is MMAAGAALALALWLLMPPVEVGGAGPPPIQDGEFTFLLPAGRKQCFYQSAPANASLETEYQVIGGAGLDVDFTLESPQGVLLVSESRKADGVHTVEPTEAGDYKLCFDNSFSTISEKLVFFELIFDSLQDDEEVEGWAEAVEPEEMLDVKMEDIKESIETMRTRLERSIQMLTLLRAFEARDRNLQEGNLERVNFWSAVNVAVLLLVAVLQVCTLKRFFQDKRPVPT. Result: 0 (no interaction).